Dataset: Reaction yield outcomes from USPTO patents with 853,638 reactions. Task: Predict the reaction yield, written as a fraction of the theoretical maximum amount of product (1.0 means a 100% yield; for example, 0.34 means a 34% yield). (1) The reactants are CC(C[AlH]CC(C)C)C.[Br:10][C:11]1[CH:20]=[CH:19][C:14]([C:15](OC)=[O:16])=[CH:13][C:12]=1[CH3:21]. The catalyst is C(Cl)Cl. The product is [Br:10][C:11]1[CH:20]=[CH:19][C:14]([CH2:15][OH:16])=[CH:13][C:12]=1[CH3:21]. The yield is 0.680. (2) The reactants are [S:1]1[CH2:6][CH:5]=[C:4]([C:7]2[S:8][C:9]([C:12]3[CH:13]=[C:14]([NH:19][C:20]4[N:25]=[C:24]([C:26]([F:29])([F:28])[F:27])[CH:23]=[CH:22][N:21]=4)[CH:15]=[C:16]([CH3:18])[CH:17]=3)=[CH:10][N:11]=2)[CH2:3][CH2:2]1. The catalyst is CCOC(C)=O.[Pd]. The product is [CH3:18][C:16]1[CH:15]=[C:14]([NH:19][C:20]2[N:25]=[C:24]([C:26]([F:29])([F:27])[F:28])[CH:23]=[CH:22][N:21]=2)[CH:13]=[C:12]([C:9]2[S:8][C:7]([CH:4]3[CH2:3][CH2:2][S:1][CH2:6][CH2:5]3)=[N:11][CH:10]=2)[CH:17]=1. The yield is 0.480. (3) The reactants are [O:1]=[C:2]1[CH2:7][CH2:6][N:5]([C:8]([O:10][C:11]([CH3:14])([CH3:13])[CH3:12])=[O:9])[CH2:4][CH2:3]1.[Li+].C[Si]([N-][Si](C)(C)C)(C)C.[C:25]1([CH:31]([CH3:35])[C:32](Cl)=[O:33])[CH:30]=[CH:29][CH:28]=[CH:27][CH:26]=1. The catalyst is C1(C)C=CC=CC=1.C1COCC1. The product is [O:1]=[C:2]1[CH2:3][CH2:4][N:5]([C:8]([O:10][C:11]([CH3:14])([CH3:13])[CH3:12])=[O:9])[CH2:6][CH:7]1[C:32](=[O:33])[CH:31]([C:25]1[CH:30]=[CH:29][CH:28]=[CH:27][CH:26]=1)[CH3:35]. The yield is 0.671.